Dataset: Peptide-MHC class II binding affinity with 134,281 pairs from IEDB. Task: Regression. Given a peptide amino acid sequence and an MHC pseudo amino acid sequence, predict their binding affinity value. This is MHC class II binding data. (1) The peptide sequence is RNSRWSSPDNVKPLY. The MHC is DRB1_1302 with pseudo-sequence DRB1_1302. The binding affinity (normalized) is 0.405. (2) The peptide sequence is EDPLFQLVSKLYEVV. The MHC is DRB5_0101 with pseudo-sequence DRB5_0101. The binding affinity (normalized) is 0.417. (3) The peptide sequence is AMTDTTPFGQQRVFK. The MHC is HLA-DQA10201-DQB10301 with pseudo-sequence HLA-DQA10201-DQB10301. The binding affinity (normalized) is 0. (4) The peptide sequence is AFKVAATAPNAAPAN. The MHC is DRB1_1001 with pseudo-sequence DRB1_1001. The binding affinity (normalized) is 0.831. (5) The peptide sequence is NKICTSKGDSARVTV. The MHC is HLA-DQA10104-DQB10503 with pseudo-sequence HLA-DQA10104-DQB10503. The binding affinity (normalized) is 0.185. (6) The peptide sequence is APWLDLVRKLGVLAG. The MHC is HLA-DPA10201-DPB10501 with pseudo-sequence HLA-DPA10201-DPB10501. The binding affinity (normalized) is 0.0502. (7) The peptide sequence is HGRQIRMAKLLGRDP. The MHC is HLA-DPA10201-DPB10501 with pseudo-sequence HLA-DPA10201-DPB10501. The binding affinity (normalized) is 0.318. (8) The peptide sequence is AGILARNLVPMVATV. The MHC is DRB1_1501 with pseudo-sequence DRB1_1501. The binding affinity (normalized) is 0.423. (9) The peptide sequence is DVKAAVIKDATNLLN. The MHC is DRB1_0101 with pseudo-sequence DRB1_0101. The binding affinity (normalized) is 0.243. (10) The peptide sequence is MYMWLGARYLEFEALHHHHHH. The MHC is DRB1_0701 with pseudo-sequence DRB1_0701. The binding affinity (normalized) is 0.640.